Dataset: Forward reaction prediction with 1.9M reactions from USPTO patents (1976-2016). Task: Predict the product of the given reaction. (1) Given the reactants [C:1]([NH:9][CH2:10][C@H:11]([OH:14])[CH2:12]Br)(=[O:8])[C:2]1[CH:7]=[CH:6][CH:5]=[CH:4][CH:3]=1.C(=O)([O-])[O-].[K+].[K+].C(O)(=O)C, predict the reaction product. The product is: [C:1]([NH:9][CH2:10][C@H:11]1[CH2:12][O:14]1)(=[O:8])[C:2]1[CH:7]=[CH:6][CH:5]=[CH:4][CH:3]=1. (2) Given the reactants [NH2:1][C:2]1[CH:25]=[CH:24][C:5]([C:6]([NH:8][CH2:9][C:10]2[CH:15]=[CH:14][C:13]([O:16][CH2:17][C:18]3[CH:23]=[CH:22][CH:21]=[CH:20][CH:19]=3)=[CH:12][CH:11]=2)=[O:7])=[CH:4][N:3]=1.C=O.O.[C:29]([O:32][CH2:33]C)(=O)[CH3:30], predict the reaction product. The product is: [CH2:17]([O:16][C:13]1[CH:14]=[CH:15][C:10]([CH2:9][NH:8][C:6](=[O:7])[C:5]2[CH:24]=[CH:25][C:2]([NH:1][CH2:33][O:32][CH2:29][CH3:30])=[N:3][CH:4]=2)=[CH:11][CH:12]=1)[C:18]1[CH:19]=[CH:20][CH:21]=[CH:22][CH:23]=1.